Dataset: Forward reaction prediction with 1.9M reactions from USPTO patents (1976-2016). Task: Predict the product of the given reaction. Given the reactants C(OC([N:8]1[CH2:13][CH2:12][C:11]2=[C:14]([CH:17]=[O:18])[NH:15][CH:16]=[C:10]2[C:9]1=[O:19])=O)(C)(C)C, predict the reaction product. The product is: [O:19]=[C:9]1[C:10]2=[CH:16][NH:15][C:14]([CH:17]=[O:18])=[C:11]2[CH2:12][CH2:13][NH:8]1.